This data is from Forward reaction prediction with 1.9M reactions from USPTO patents (1976-2016). The task is: Predict the product of the given reaction. (1) Given the reactants [CH3:1][CH2:2][C:3](=[O:9])[CH2:4][C:5](=[O:8])[CH2:6][CH3:7].[C:10](=O)([O-])[O-].[K+].[K+].CI.C(OCC)C, predict the reaction product. The product is: [CH3:10][CH:4]([C:3](=[O:9])[CH2:2][CH3:1])[C:5](=[O:8])[CH2:6][CH3:7]. (2) Given the reactants [Cl:1][C:2]1[CH:7]=[CH:6][C:5]([CH2:8][C:9]([OH:11])=[O:10])=[CH:4][CH:3]=1.S(=O)(=O)(O)O.[CH2:17](O)[CH3:18], predict the reaction product. The product is: [CH2:17]([O:10][C:9](=[O:11])[CH2:8][C:5]1[CH:4]=[CH:3][C:2]([Cl:1])=[CH:7][CH:6]=1)[CH3:18]. (3) Given the reactants [N+:1]([C:4]1[CH:5]=[C:6]([C:13]([N:15]2[CH2:20][CH2:19][O:18][CH2:17][CH2:16]2)=O)[CH:7]=[CH:8][C:9]=1[N+:10]([O-:12])=[O:11])([O-:3])=[O:2].O1CCCC1.B(F)(F)F.CCOCC.[BH4-].[Na+], predict the reaction product. The product is: [N+:1]([C:4]1[CH:5]=[C:6]([CH:7]=[CH:8][C:9]=1[N+:10]([O-:12])=[O:11])[CH2:13][N:15]1[CH2:20][CH2:19][O:18][CH2:17][CH2:16]1)([O-:3])=[O:2]. (4) The product is: [CH2:20]([O:22][C:23]([C:25]1([CH2:3][CH:1]=[CH2:2])[CH2:30][CH2:29][N:28]([C:31]([O:33][C:34]([CH3:36])([CH3:35])[CH3:37])=[O:32])[CH2:27][CH2:26]1)=[O:24])[CH3:21]. Given the reactants [CH:1](NC(C)C)([CH3:3])[CH3:2].C(=O)=O.CC(C)=O.C([Li])CCC.[CH2:20]([O:22][C:23]([CH:25]1[CH2:30][CH2:29][N:28]([C:31]([O:33][C:34]([CH3:37])([CH3:36])[CH3:35])=[O:32])[CH2:27][CH2:26]1)=[O:24])[CH3:21].C(I)C=C, predict the reaction product. (5) Given the reactants Br[C:2]1[CH:3]=[C:4]([C:12]2[O:16][CH:15]=[N:14][CH:13]=2)[CH:5]=[C:6]([C:8]([F:11])([F:10])[F:9])[CH:7]=1.[CH3:17][C:18]1([CH3:24])[CH2:22][CH2:21][NH:20][C:19]1=[O:23].CC1(C)C2C(=C(P(C3C=CC=CC=3)C3C=CC=CC=3)C=CC=2)OC2C(P(C3C=CC=CC=3)C3C=CC=CC=3)=CC=CC1=2.C(=O)([O-])[O-].[Cs+].[Cs+], predict the reaction product. The product is: [CH3:17][C:18]1([CH3:24])[CH2:22][CH2:21][N:20]([C:2]2[CH:7]=[C:6]([C:8]([F:11])([F:10])[F:9])[CH:5]=[C:4]([C:12]3[O:16][CH:15]=[N:14][CH:13]=3)[CH:3]=2)[C:19]1=[O:23]. (6) Given the reactants Br[C:2]1[CH:3]=[C:4]2[C:10]([C:11]3[C:12]([CH3:25])=[N:13][N:14]([CH2:17][C:18]4[CH:23]=[CH:22][CH:21]=[C:20]([F:24])[CH:19]=4)[C:15]=3[CH3:16])=[CH:9][N:8]([S:26]([C:29]3[CH:35]=[CH:34][C:32]([CH3:33])=[CH:31][CH:30]=3)(=[O:28])=[O:27])[C:5]2=[N:6][CH:7]=1.CC1(C)C(C)(C)OB([C:44]2[CH:49]=[CH:48][C:47]([C:50]3[CH:55]=[CH:54][N:53]=[CH:52][CH:51]=3)=[CH:46][CH:45]=2)O1.C(=O)([O-])[O-].[Na+].[Na+], predict the reaction product. The product is: [F:24][C:20]1[CH:19]=[C:18]([CH:23]=[CH:22][CH:21]=1)[CH2:17][N:14]1[C:15]([CH3:16])=[C:11]([C:10]2[C:4]3[C:5](=[N:6][CH:7]=[C:2]([C:44]4[CH:45]=[CH:46][C:47]([C:50]5[CH:51]=[CH:52][N:53]=[CH:54][CH:55]=5)=[CH:48][CH:49]=4)[CH:3]=3)[N:8]([S:26]([C:29]3[CH:30]=[CH:31][C:32]([CH3:33])=[CH:34][CH:35]=3)(=[O:28])=[O:27])[CH:9]=2)[C:12]([CH3:25])=[N:13]1. (7) Given the reactants [Cl:1][C:2]1[CH:3]=[C:4]([CH:9]2[CH2:13][N:12]([C:14]([CH:16]3[CH2:21][CH2:20][NH:19][CH2:18][CH2:17]3)=[O:15])[CH2:11][CH:10]2[N:22]([CH3:37])[C:23](=[O:36])[C:24]2[CH:29]=[CH:28][C:27]([O:30][CH3:31])=[C:26]([C:32]([F:35])([F:34])[F:33])[CH:25]=2)[CH:5]=[CH:6][C:7]=1[Cl:8].C(=O)([O-])[O-].[K+].[K+].[CH2:44]([S:46](Cl)(=[O:48])=[O:47])[CH3:45], predict the reaction product. The product is: [Cl:1][C:2]1[CH:3]=[C:4]([CH:9]2[CH2:13][N:12]([C:14]([CH:16]3[CH2:21][CH2:20][N:19]([S:46]([CH2:44][CH3:45])(=[O:48])=[O:47])[CH2:18][CH2:17]3)=[O:15])[CH2:11][CH:10]2[N:22]([CH3:37])[C:23](=[O:36])[C:24]2[CH:29]=[CH:28][C:27]([O:30][CH3:31])=[C:26]([C:32]([F:33])([F:34])[F:35])[CH:25]=2)[CH:5]=[CH:6][C:7]=1[Cl:8].